Binary Classification. Given a miRNA mature sequence and a target amino acid sequence, predict their likelihood of interaction. From a dataset of Experimentally validated miRNA-target interactions with 360,000+ pairs, plus equal number of negative samples. (1) The miRNA is hsa-miR-7160-5p with sequence UGCUGAGGUCCGGGCUGUGCC. The protein sequence of the target gene is MTRDQNGTWEMESNENFEGYMKALDIDFATRKIAVRLTQTKVIDQDGDNFKTKTTSTFRNYDVDFTVGVEFDEYTKSLDNRHVKALVTWEGDVLVCVQKGEKENRGWKQWIEGDKLYLELTCGDQVCRQVFKKK. Result: 0 (no interaction). (2) The miRNA is hsa-miR-19b-3p with sequence UGUGCAAAUCCAUGCAAAACUGA. The protein sequence of the target gene is MAARTGHTALRRVVSGCRPKSATAAGAQAPVRNGRYLASCGILMSRTLPLHTSILPKEICARTFFKITAPLINKRKEYSERRILGYSMQEMYDVVSGVEDYKHFVPWCKKSDVISKRSGYCKTRLEIGFPPVLERYTSVVTLVKPHLVKASCTDGRLFNHLETIWRFSPGLPGYPRTCTLDFSISFEFRSLLHSQLATLFFDEVVKQMVAAFERRACKLYGPETNIPRELMLHEVHHT. Result: 1 (interaction).